From a dataset of Reaction yield outcomes from USPTO patents with 853,638 reactions. Predict the reaction yield, written as a fraction of the theoretical maximum amount of product (1.0 means a 100% yield; for example, 0.34 means a 34% yield). (1) The reactants are [CH2:1]([O:3][CH2:4][C@H:5]([NH:26]C(=O)OC(C)(C)C)[CH2:6][NH:7][C:8]1[N:13]=[C:12]([NH:14][C:15]2[CH:16]=[C:17]([CH3:21])[CH:18]=[CH:19][CH:20]=2)[C:11]2[C:22](=[O:25])[NH:23][CH2:24][C:10]=2[CH:9]=1)[CH3:2].CCOC(C)=O.C1COCC1. The catalyst is C(Cl)Cl. The product is [NH2:26][C@@H:5]([CH2:4][O:3][CH2:1][CH3:2])[CH2:6][NH:7][C:8]1[N:13]=[C:12]([NH:14][C:15]2[CH:16]=[C:17]([CH3:21])[CH:18]=[CH:19][CH:20]=2)[C:11]2[C:22](=[O:25])[NH:23][CH2:24][C:10]=2[CH:9]=1. The yield is 0.130. (2) The reactants are N[C:2]1[CH:11]=[CH:10][C:5]([C:6]([O:8][CH3:9])=[O:7])=[CH:4][CH:3]=1.[CH:12]([C:15]1[CH:16]=[CH:17][C:18]2[O:22][C:21]([S:23](Cl)(=[O:25])=[O:24])=[C:20]([CH3:27])[C:19]=2[CH:28]=1)([CH3:14])[CH3:13].[N:29]1C=CC=CC=1.C(O)(C(F)(F)F)=O. The catalyst is CC#N.CO.O. The product is [CH3:27][C:20]1[C:19]2[CH:28]=[C:15]([CH:12]([CH3:14])[CH3:13])[CH:16]=[CH:17][C:18]=2[O:22][C:21]=1[S:23]([NH:29][C:3]1[CH:4]=[C:5]([CH:10]=[CH:11][CH:2]=1)[C:6]([O:8][CH3:9])=[O:7])(=[O:25])=[O:24]. The yield is 0.170. (3) The reactants are CC(C)[C@@H](N1CC2C(=CC=C(C3C=CC(NC(NC4C=CC=C(C(F)(F)F)C=4)=O)=CC=3)C=2)C1=O)C(O)=O.[O:38]=[C:39]1[C:47]2[C:42](=[CH:43][C:44]([C:48]3[CH:53]=[CH:52][C:51]([NH:54][C:55]([NH:57][C:58]4[CH:63]=[CH:62][CH:61]=[C:60]([C:64]([F:67])([F:66])[F:65])[CH:59]=4)=[O:56])=[CH:50][CH:49]=3)=[CH:45][CH:46]=2)[CH2:41][N:40]1[C:68]1([C:73]([O:75]C)=[O:74])[CH2:72][CH2:71][CH2:70][CH2:69]1. No catalyst specified. The product is [O:38]=[C:39]1[C:47]2[C:42](=[CH:43][C:44]([C:48]3[CH:49]=[CH:50][C:51]([NH:54][C:55]([NH:57][C:58]4[CH:63]=[CH:62][CH:61]=[C:60]([C:64]([F:66])([F:65])[F:67])[CH:59]=4)=[O:56])=[CH:52][CH:53]=3)=[CH:45][CH:46]=2)[CH2:41][N:40]1[C:68]1([C:73]([OH:75])=[O:74])[CH2:72][CH2:71][CH2:70][CH2:69]1. The yield is 0.830. (4) The reactants are [C:1]([C:4]1[CH:5]=[N:6][C:7]2[C:12]([C:13]=1[NH:14][C:15]1[CH:16]=[CH:17][C:18]([N:21]3[CH2:26][CH2:25][N:24]([C:27]([O:29][C:30]([CH3:33])([CH3:32])[CH3:31])=[O:28])[CH2:23][CH2:22]3)=[N:19][CH:20]=1)=[CH:11][C:10](Br)=[CH:9][CH:8]=2)(=[O:3])[CH3:2].[Cl:35][C:36]1[CH:41]=[C:40](B2OC(C)(C)C(C)(C)O2)[CH:39]=[C:38]([Cl:51])[C:37]=1[OH:52]. No catalyst specified. The product is [C:1]([C:4]1[CH:5]=[N:6][C:7]2[C:12]([C:13]=1[NH:14][C:15]1[CH:16]=[CH:17][C:18]([N:21]3[CH2:26][CH2:25][N:24]([C:27]([O:29][C:30]([CH3:33])([CH3:32])[CH3:31])=[O:28])[CH2:23][CH2:22]3)=[N:19][CH:20]=1)=[CH:11][C:10]([C:40]1[CH:41]=[C:36]([Cl:35])[C:37]([OH:52])=[C:38]([Cl:51])[CH:39]=1)=[CH:9][CH:8]=2)(=[O:3])[CH3:2]. The yield is 0.720. (5) The reactants are [CH3:1][C:2]1[CH:7]=[C:6]([C:8]2[C:16]3[C:11](=[CH:12][CH:13]=[C:14]([C:17]([OH:19])=[O:18])[CH:15]=3)[N:10](C(C3C=CC=CC=3)(C3C=CC=CC=3)C3C=CC=CC=3)[N:9]=2)[CH:5]=[CH:4][N:3]=1.FC(F)(F)C(O)=O.C([SiH](CC)CC)C. The catalyst is ClCCl.Cl. The product is [CH3:1][C:2]1[CH:7]=[C:6]([C:8]2[C:16]3[C:11](=[CH:12][CH:13]=[C:14]([C:17]([OH:19])=[O:18])[CH:15]=3)[NH:10][N:9]=2)[CH:5]=[CH:4][N:3]=1. The yield is 0.850. (6) The reactants are [CH3:1][Si](C=[N+]=[N-])(C)C.[OH:8][C:9]1[CH:10]=[C:11]2[C:16](=[CH:17][CH:18]=1)[C:15]([C:19]([OH:21])=[O:20])=[CH:14][CH:13]=[CH:12]2. The catalyst is CCOCC.C1COCC1. The product is [OH:8][C:9]1[CH:10]=[C:11]2[C:16](=[CH:17][CH:18]=1)[C:15]([C:19]([O:21][CH3:1])=[O:20])=[CH:14][CH:13]=[CH:12]2. The yield is 0.560. (7) The reactants are [Cl:1][C:2]1[C:15]2[C:14](=[O:16])[C:13]3[C:8](=[CH:9][CH:10]=[CH:11][CH:12]=3)[S:7][C:6]=2[C:5]([O:17][CH2:18][CH2:19][CH2:20]I)=[CH:4][CH:3]=1.[NH:22]([CH2:26][CH2:27][OH:28])[CH2:23][CH2:24][OH:25]. The catalyst is C(#N)C. The product is [OH:25][CH2:24][CH2:23][N:22]([CH2:26][CH2:27][OH:28])[CH2:20][CH2:19][CH2:18][O:17][C:5]1[C:6]2[S:7][C:8]3[C:13](=[CH:12][CH:11]=[CH:10][CH:9]=3)[C:14](=[O:16])[C:15]=2[C:2]([Cl:1])=[CH:3][CH:4]=1. The yield is 0.560.